From a dataset of Catalyst prediction with 721,799 reactions and 888 catalyst types from USPTO. Predict which catalyst facilitates the given reaction. (1) Reactant: [Cl:1][C:2]1[CH:9]=[CH:8][C:5]([CH2:6][NH2:7])=[CH:4][CH:3]=1.[C:10]([O:14][C:15]([N:17]1[CH2:22][CH2:21][C:20](=O)[CH2:19][CH2:18]1)=[O:16])([CH3:13])([CH3:12])[CH3:11].C(O)(=O)C.C(O[BH-](OC(=O)C)OC(=O)C)(=O)C.[Na+]. Product: [C:10]([O:14][C:15]([N:17]1[CH2:22][CH2:21][CH:20]([NH:7][CH2:6][C:5]2[CH:8]=[CH:9][C:2]([Cl:1])=[CH:3][CH:4]=2)[CH2:19][CH2:18]1)=[O:16])([CH3:13])([CH3:11])[CH3:12]. The catalyst class is: 756. (2) Reactant: [Cl:1][C:2]1[CH:7]=[CH:6][CH:5]=[CH:4][C:3]=1[CH:8]1[CH2:10][O:9]1.C[Si]([N:15]=[N+:16]=[N-:17])(C)C.[F-].C([N+](CCCC)(CCCC)CCCC)CCC. Product: [N:15]([CH2:10][CH:8]([C:3]1[CH:4]=[CH:5][CH:6]=[CH:7][C:2]=1[Cl:1])[OH:9])=[N+:16]=[N-:17]. The catalyst class is: 7. (3) Reactant: [Cl:1][C:2]1[CH:7]=[CH:6][C:5]([C:8]2[C:17]3[C:12](=[CH:13][CH:14]=[C:15]([C:18](O)=[O:19])[CH:16]=3)[CH:11]=[N:10][CH:9]=2)=[CH:4][CH:3]=1.F[B-](F)(F)F.N1(OC(N(C)C)=[N+](C)C)C2C=CC=CC=2N=N1.C(N(CC)C(C)C)(C)C.[O:52]1[CH2:56][CH2:55][CH:54]([NH2:57])[CH2:53]1. Product: [Cl:1][C:2]1[CH:7]=[CH:6][C:5]([C:8]2[C:17]3[C:12](=[CH:13][CH:14]=[C:15]([C:18]([NH:57][CH:54]4[CH2:55][CH2:56][O:52][CH2:53]4)=[O:19])[CH:16]=3)[CH:11]=[N:10][CH:9]=2)=[CH:4][CH:3]=1. The catalyst class is: 9. (4) Reactant: Cl.O1CCOCC1.[Cl:8][C:9]1[CH:29]=[CH:28][C:12]([CH2:13][C:14]2([F:27])[CH2:19][CH2:18][N:17](C(OC(C)(C)C)=O)[CH2:16][CH2:15]2)=[C:11]([F:30])[CH:10]=1. Product: [ClH:8].[Cl:8][C:9]1[CH:29]=[CH:28][C:12]([CH2:13][C:14]2([F:27])[CH2:15][CH2:16][NH:17][CH2:18][CH2:19]2)=[C:11]([F:30])[CH:10]=1. The catalyst class is: 12. (5) Reactant: [F:1][C:2]1[C:3]([O:31][CH3:32])=[CH:4][C:5]([CH2:26][C:27]([F:30])([F:29])[F:28])=[C:6]([C:8]2[N:13]=[CH:12][C:11]3[C:14]([I:25])=[N:15][N:16]([CH2:17][O:18][CH2:19][CH2:20][Si:21]([CH3:24])([CH3:23])[CH3:22])[C:10]=3[CH:9]=2)[CH:7]=1.C1C=C(Cl)C=C(C(OO)=[O:41])C=1. Product: [F:1][C:2]1[C:3]([O:31][CH3:32])=[CH:4][C:5]([CH2:26][C:27]([F:29])([F:28])[F:30])=[C:6]([C:8]2[N+:13]([O-:41])=[CH:12][C:11]3[C:14]([I:25])=[N:15][N:16]([CH2:17][O:18][CH2:19][CH2:20][Si:21]([CH3:24])([CH3:22])[CH3:23])[C:10]=3[CH:9]=2)[CH:7]=1. The catalyst class is: 2. (6) Reactant: [Cl:1][C:2]1[CH:9]=[CH:8][C:5]([CH:6]=O)=[C:4]([CH3:10])[N:3]=1.Cl.[NH2:12][OH:13].C([O-])(=O)C.[Na+]. Product: [Cl:1][C:2]1[CH:9]=[CH:8][C:5]([CH:6]=[N:12][OH:13])=[C:4]([CH3:10])[N:3]=1. The catalyst class is: 8. (7) Reactant: C[CH:2]([OH:4])[CH3:3].[CH:5]1([C:8]2[N:17]=[CH:16][C:15]3[C:10](=[CH:11][CH:12]=C(C#N)[CH:14]=3)[N:9]=2)[CH2:7][CH2:6]1.[OH-:20].[K+].Cl. Product: [CH:5]1([C:8]2[N:17]=[CH:16][C:15]3[C:10](=[CH:11][CH:12]=[C:3]([C:2]([OH:4])=[O:20])[CH:14]=3)[N:9]=2)[CH2:7][CH2:6]1. The catalyst class is: 6. (8) Reactant: [F:1][C:2]1[CH:7]=[CH:6][C:5]([C:8]2([CH2:13][CH2:14][CH2:15]Cl)[O:12][CH2:11][CH2:10][O:9]2)=[CH:4][CH:3]=1.Cl.[F:18][C:19]1[CH:20]=[CH:21][C:22]2[C:26]([CH:27]3[CH2:32][CH2:31][NH:30][CH2:29][CH2:28]3)=[CH:25][S:24][C:23]=2[CH:33]=1.C(N(C(C)C)CC)(C)C. Product: [F:1][C:2]1[CH:7]=[CH:6][C:5]([C:8]2([CH2:13][CH2:14][CH2:15][N:30]3[CH2:31][CH2:32][CH:27]([C:26]4[C:22]5[CH:21]=[CH:20][C:19]([F:18])=[CH:33][C:23]=5[S:24][CH:25]=4)[CH2:28][CH2:29]3)[O:12][CH2:11][CH2:10][O:9]2)=[CH:4][CH:3]=1. The catalyst class is: 5. (9) Reactant: [Br:1][C:2]1[CH:3]=[C:4]2[C:8](=[CH:9][CH:10]=1)[NH:7][C:6]([C:11]([O:13][CH2:14][CH3:15])=[O:12])=[CH:5]2.[F:16][C:17]([F:30])([F:29])[O:18][C:19]1[CH:28]=[CH:27][C:22]([O:23][CH2:24][CH2:25]O)=[CH:21][CH:20]=1.C1(P(C2C=CC=CC=2)C2C=CC=CC=2)C=CC=CC=1.CC(OC(/N=N/C(OC(C)C)=O)=O)C. Product: [Br:1][C:2]1[CH:3]=[C:4]2[C:8](=[CH:9][CH:10]=1)[N:7]([CH2:25][CH2:24][O:23][C:22]1[CH:21]=[CH:20][C:19]([O:18][C:17]([F:16])([F:29])[F:30])=[CH:28][CH:27]=1)[C:6]([C:11]([O:13][CH2:14][CH3:15])=[O:12])=[CH:5]2. The catalyst class is: 11.